Task: Predict the reactants needed to synthesize the given product.. Dataset: Retrosynthesis with 50K atom-mapped reactions and 10 reaction types from USPTO (1) The reactants are: CN1CCNCC1.CS(=O)(=O)OCCc1ccc(Nc2ncc3c(n2)-c2ccccc2C(c2ccc(Cl)c(Cl)c2)C3)cc1. Given the product CN1CCN(CCc2ccc(Nc3ncc4c(n3)-c3ccccc3C(c3ccc(Cl)c(Cl)c3)C4)cc2)CC1, predict the reactants needed to synthesize it. (2) Given the product Cc1cccc(C(=O)N2CCC(Nc3nc4ccc(F)cc4n4c(=O)[nH]nc34)CC2)n1, predict the reactants needed to synthesize it. The reactants are: Cc1cccc(C(=O)O)n1.O=c1[nH]nc2c(NC3CCNCC3)nc3ccc(F)cc3n12. (3) Given the product COc1cccnc1-c1cccc(N)c1, predict the reactants needed to synthesize it. The reactants are: COc1cccnc1-c1cccc([N+](=O)[O-])c1.